From a dataset of Reaction yield outcomes from USPTO patents with 853,638 reactions. Predict the reaction yield, written as a fraction of the theoretical maximum amount of product (1.0 means a 100% yield; for example, 0.34 means a 34% yield). (1) The reactants are C([O:5][C:6]([C:8]1[C:16]2[C:11](=[CH:12][C:13]([C:17]3(O)[CH2:22][CH2:21][O:20][CH2:19][CH2:18]3)=[CH:14][CH:15]=2)[NH:10][N:9]=1)=[O:7])(C)(C)C. The catalyst is FC(F)(F)C(O)=O. The product is [O:20]1[CH2:19][CH:18]=[C:17]([C:13]2[CH:12]=[C:11]3[C:16]([C:8]([C:6]([OH:7])=[O:5])=[N:9][NH:10]3)=[CH:15][CH:14]=2)[CH2:22][CH2:21]1. The yield is 0.760. (2) The reactants are [F:1][C:2]([F:20])([F:19])[C:3]1[CH:8]=[CH:7][C:6]([C:9]2[N:13]([CH3:14])[N:12]=[C:11]([C:15](=O)[CH3:16])[C:10]=2[OH:18])=[CH:5][CH:4]=1.[NH:21]([C:23]([NH:25][C:26]1[CH:34]=[CH:33][C:29]([C:30]([OH:32])=[O:31])=[CH:28][CH:27]=1)=[S:24])[NH2:22].CN(C)C=O. The catalyst is Cl.O. The product is [F:1][C:2]([F:20])([F:19])[C:3]1[CH:8]=[CH:7][C:6]([C:9]2[N:13]([CH3:14])[N:12]=[C:11]([C:15](=[N:22][NH:21][C:23]([NH:25][C:26]3[CH:34]=[CH:33][C:29]([C:30]([OH:32])=[O:31])=[CH:28][CH:27]=3)=[S:24])[CH3:16])[C:10]=2[OH:18])=[CH:5][CH:4]=1. The yield is 0.890.